From a dataset of Full USPTO retrosynthesis dataset with 1.9M reactions from patents (1976-2016). Predict the reactants needed to synthesize the given product. (1) Given the product [NH:15]([C:36]([O:38][C:39]([CH3:42])([CH3:41])[CH3:40])=[O:37])[C@H:16]([C:26]([NH:1][C@H:2]([C:5]([OH:7])=[O:6])[CH2:3][SH:4])=[O:27])[CH2:17][CH2:18][C:19](=[O:25])[O:20][C:21]([CH3:24])([CH3:22])[CH3:23], predict the reactants needed to synthesize it. The reactants are: [NH2:1][C@H:2]([C:5]([OH:7])=[O:6])[CH2:3][SH:4].O.N1C=CC=CC=1.[NH:15]([C:36]([O:38][C:39]([CH3:42])([CH3:41])[CH3:40])=[O:37])[C@H:16]([C:26](ON1C(=O)CCC1=O)=[O:27])[CH2:17][CH2:18][C:19](=[O:25])[O:20][C:21]([CH3:24])([CH3:23])[CH3:22]. (2) Given the product [Cl:1][C:2]1[CH:3]=[C:4]([C:7]([O:9][N:11]2[C:15](=[O:16])[CH2:14][CH2:13][C:12]2=[O:17])=[O:8])[NH:5][CH:6]=1, predict the reactants needed to synthesize it. The reactants are: [Cl:1][C:2]1[CH:3]=[C:4]([C:7]([OH:9])=[O:8])[NH:5][CH:6]=1.O[N:11]1[C:15](=[O:16])[CH2:14][CH2:13][C:12]1=[O:17].C1CCC(N=C=NC2CCCCC2)CC1. (3) Given the product [NH2:20][C:18]1[N:17]2[N:32]=[C:33]([C:35]3[O:36][CH:37]=[CH:38][CH:39]=3)[N:34]=[C:16]2[CH:15]=[C:14]([C:11]2[CH2:12][CH2:13][NH:8][CH2:9][CH:10]=2)[N:19]=1, predict the reactants needed to synthesize it. The reactants are: C(OC([N:8]1[CH2:13][CH:12]=[C:11]([C:14]2[N:19]=[C:18]([NH:20]CC3C=CC(OC)=C(OC)C=3)[N:17]3[N:32]=[C:33]([C:35]4[O:36][CH:37]=[CH:38][CH:39]=4)[N:34]=[C:16]3[CH:15]=2)[CH2:10][CH2:9]1)=O)(C)(C)C.C1(OC)C=CC=CC=1.FC(F)(F)S(O)(=O)=O.O.N.